The task is: Predict the product of the given reaction.. This data is from Forward reaction prediction with 1.9M reactions from USPTO patents (1976-2016). Given the reactants [Cl:1][C:2]1[CH:10]=[C:9]2[C:5]([C:6]([C:11]([C:13]3[C:14]([NH:19][CH:20]4[CH2:24][CH2:23][CH2:22][CH2:21]4)=[N:15][CH:16]=[CH:17][CH:18]=3)=[O:12])=[CH:7][NH:8]2)=[CH:4][CH:3]=1.[CH:25]1(N)CCC[CH2:26]1.[CH2:31](N)CC.C(NC1C(C(C2C3C(=CC(Cl)=CC=3)NC=2)=O)=CC=C(C)N=1)C1C=CC=CC=1.ClC1N=CC=CC=1C(Cl)=O.ClC1N=C(C)C=CC=1C(Cl)=O.C(N)C1C=CC=CC=1, predict the reaction product. The product is: [Cl:1][C:2]1[CH:10]=[C:9]2[C:5]([C:6]([C:11]([C:13]3[C:14]([NH:19][CH2:20][CH2:21][CH3:22])=[N:15][CH:16]=[CH:17][CH:18]=3)=[O:12])=[CH:7][NH:8]2)=[CH:4][CH:3]=1.[CH2:20]([NH:19][C:14]1[C:13]([C:11]([C:6]2[C:5]3[C:9](=[CH:10][C:2]([Cl:1])=[CH:3][CH:4]=3)[NH:8][CH:7]=2)=[O:12])=[CH:18][CH:17]=[C:16]([CH3:31])[N:15]=1)[C:24]1[CH:23]=[CH:22][CH:21]=[CH:26][CH:25]=1.